Dataset: Reaction yield outcomes from USPTO patents with 853,638 reactions. Task: Predict the reaction yield, written as a fraction of the theoretical maximum amount of product (1.0 means a 100% yield; for example, 0.34 means a 34% yield). (1) The product is [F:1][C:2]1[CH:3]=[C:4]2[C:8](=[CH:9][CH:10]=1)[NH:7][C:6](=[O:11])[C:5]2=[C:34]1[C:29]2[C:30](=[N:31][C:26]([CH:25]=[CH:24][O:23][CH3:22])=[CH:27][CH:28]=2)[CH2:32][O:33]1. The yield is 0.350. The reactants are [F:1][C:2]1[CH:3]=[C:4]2[C:8](=[CH:9][CH:10]=1)[NH:7][C:6](=[O:11])[CH2:5]2.C[Si]([N-][Si](C)(C)C)(C)C.[Li+].[CH3:22][O:23][CH:24]=[CH:25][C:26]1[N:31]=[C:30]2[CH2:32][O:33][C:34](=O)[C:29]2=[CH:28][CH:27]=1.Cl. The catalyst is C1COCC1. (2) The reactants are [NH2:1][C:2]1[N:7]=[CH:6][C:5]([C:8]2[CH:13]=[CH:12][C:11]([S:14]([NH:17][CH:18]3[CH2:20][CH2:19]3)(=[O:16])=[O:15])=[CH:10][CH:9]=2)=[CH:4][CH:3]=1.[Br:21]N1C(=O)CCC1=O. The catalyst is C(Cl)Cl. The product is [NH2:1][C:2]1[N:7]=[CH:6][C:5]([C:8]2[CH:9]=[CH:10][C:11]([S:14]([NH:17][CH:18]3[CH2:20][CH2:19]3)(=[O:15])=[O:16])=[CH:12][CH:13]=2)=[CH:4][C:3]=1[Br:21]. The yield is 0.810. (3) The reactants are CC1(C)[O:6][C@@H:5]([C:7]2[N:8]=[CH:9][C:10]([NH:13][C:14](=[O:34])[C@@H:15]([N:20]3[CH2:28][C:27]4[C:22](=[CH:23][CH:24]=[CH:25][C:26]=4[C:29]([F:32])([F:31])[F:30])[C:21]3=[O:33])[CH2:16][CH:17]([CH3:19])[CH3:18])=[N:11][CH:12]=2)[CH2:4][O:3]1.Cl. The catalyst is O1CCCC1. The product is [OH:6][C@@H:5]([C:7]1[N:8]=[CH:9][C:10]([NH:13][C:14](=[O:34])[C@@H:15]([N:20]2[CH2:28][C:27]3[C:22](=[CH:23][CH:24]=[CH:25][C:26]=3[C:29]([F:32])([F:30])[F:31])[C:21]2=[O:33])[CH2:16][CH:17]([CH3:19])[CH3:18])=[N:11][CH:12]=1)[CH2:4][OH:3]. The yield is 0.880. (4) The reactants are C(OC([NH:8][C:9]1[CH:19]=[CH:18][C:17]([O:20][CH2:21][CH3:22])=[CH:16][C:10]=1[C:11]([O:13][CH2:14][CH3:15])=[O:12])=O)(C)(C)C.Cl.[OH-].[Na+]. The catalyst is C(OCC)(=O)C. The product is [NH2:8][C:9]1[CH:19]=[CH:18][C:17]([O:20][CH2:21][CH3:22])=[CH:16][C:10]=1[C:11]([O:13][CH2:14][CH3:15])=[O:12]. The yield is 0.900.